From a dataset of Full USPTO retrosynthesis dataset with 1.9M reactions from patents (1976-2016). Predict the reactants needed to synthesize the given product. Given the product [CH2:8]([N:10]1[C:15](=[O:16])[CH2:14][C:13](=[O:18])[N:7]([CH:4]2[CH2:5][CH2:6][O:1][CH2:2][CH2:3]2)[C:11]1=[O:12])[CH3:9], predict the reactants needed to synthesize it. The reactants are: [O:1]1[CH2:6][CH2:5][CH:4]([NH2:7])[CH2:3][CH2:2]1.[CH2:8]([N:10]=[C:11]=[O:12])[CH3:9].[C:13](Cl)(=[O:18])[CH2:14][C:15](Cl)=[O:16].